From a dataset of Catalyst prediction with 721,799 reactions and 888 catalyst types from USPTO. Predict which catalyst facilitates the given reaction. (1) Reactant: [NH2:1][C:2]1[C:3]([C:9]([OH:11])=O)=[N:4][C:5]([Br:8])=[CH:6][N:7]=1.CN([C:15]([O:19][N:20]1N=NC2C=CC=N[C:21]1=2)=[N+](C)C)C.F[P-](F)(F)(F)(F)F.C(N(C(C)C)CC)(C)C.Cl.CONC. Product: [CH3:15][O:19][N:20]([CH3:21])[C:9]([C:3]1[C:2]([NH2:1])=[N:7][CH:6]=[C:5]([Br:8])[N:4]=1)=[O:11]. The catalyst class is: 3. (2) Reactant: FC(F)(F)C(O)=O.FC(F)(F)S(O)(=O)=O.COC1C=C(OC)C=CC=1C[N:21]1[CH2:27][CH2:26][C:25]([F:29])([F:28])[CH2:24][C@@H:23]([N:30]([CH2:40][C:41]2[CH:42]=[N:43][C:44]([O:47][CH3:48])=[CH:45][CH:46]=2)[S:31]([CH2:34][CH2:35][C:36]([F:39])([F:38])[F:37])(=[O:33])=[O:32])[C:22]1=[O:49]. Product: [F:29][C:25]1([F:28])[CH2:26][CH2:27][NH:21][C:22](=[O:49])[C@H:23]([N:30]([CH2:40][C:41]2[CH:42]=[N:43][C:44]([O:47][CH3:48])=[CH:45][CH:46]=2)[S:31]([CH2:34][CH2:35][C:36]([F:38])([F:39])[F:37])(=[O:33])=[O:32])[CH2:24]1. The catalyst class is: 4. (3) Reactant: CO[C:3]([C:5]1[C:10]([OH:11])=[C:9]([NH:12][C:13](=[O:15])[CH3:14])[CH:8]=[C:7]([CH:16]2[CH2:20][CH2:19][CH2:18][O:17]2)[N:6]=1)=[O:4].[F:21][C:22]1[CH:29]=[CH:28][C:25]([CH2:26][NH2:27])=[CH:24][CH:23]=1. Product: [F:21][C:22]1[CH:29]=[CH:28][C:25]([CH2:26][NH:27][C:3]([C:5]2[C:10]([OH:11])=[C:9]([NH:12][C:13](=[O:15])[CH3:14])[CH:8]=[C:7]([CH:16]3[CH2:20][CH2:19][CH2:18][O:17]3)[N:6]=2)=[O:4])=[CH:24][CH:23]=1. The catalyst class is: 11. (4) Reactant: C[O:2][C:3](=[O:13])[C:4]#[C:5][C:6]1[CH:11]=[CH:10][C:9]([CH3:12])=[CH:8][CH:7]=1.O[Li].O.O. Product: [C:9]1([CH3:12])[CH:8]=[CH:7][C:6]([C:5]#[C:4][C:3]([OH:13])=[O:2])=[CH:11][CH:10]=1. The catalyst class is: 5. (5) Reactant: Cl[CH2:2][CH2:3][CH:4]1[CH2:12][CH2:11][CH2:10][C:9]2[N:8]([C:13]3[CH:18]=[CH:17][C:16]([Cl:19])=[C:15]([Cl:20])[CH:14]=3)[N:7]=[CH:6][C:5]1=2.C([O-])([O-])=O.[K+].[K+].[C:27]1([CH:33]2[CH2:38][CH2:37][NH:36][CH2:35][CH2:34]2)[CH:32]=[CH:31][CH:30]=[CH:29][CH:28]=1. Product: [Cl:20][C:15]1[CH:14]=[C:13]([N:8]2[C:9]3[CH2:10][CH2:11][CH2:12][CH:4]([CH2:3][CH2:2][N:36]4[CH2:37][CH2:38][CH:33]([C:27]5[CH:32]=[CH:31][CH:30]=[CH:29][CH:28]=5)[CH2:34][CH2:35]4)[C:5]=3[CH:6]=[N:7]2)[CH:18]=[CH:17][C:16]=1[Cl:19]. The catalyst class is: 39. (6) Reactant: [Cl:1][C:2]1[CH:7]=[CH:6][N:5]=[C:4]2[CH:8]=[C:9]([CH:11]=[N:12]O)[S:10][C:3]=12.CCOC(C)=O. Product: [Cl:1][C:2]1[CH:7]=[CH:6][N:5]=[C:4]2[CH:8]=[C:9]([C:11]#[N:12])[S:10][C:3]=12. The catalyst class is: 152.